Dataset: Acute oral toxicity (LD50) regression data from Zhu et al.. Task: Regression/Classification. Given a drug SMILES string, predict its toxicity properties. Task type varies by dataset: regression for continuous values (e.g., LD50, hERG inhibition percentage) or binary classification for toxic/non-toxic outcomes (e.g., AMES mutagenicity, cardiotoxicity, hepatotoxicity). Dataset: ld50_zhu. The compound is CNC(=O)Oc1cc(C)c(NC(=O)O)c(C)c1. The rat oral LD50 is 3.53, given as -log10 of the dose in mol/kg body weight (higher means more acutely toxic).